From a dataset of Forward reaction prediction with 1.9M reactions from USPTO patents (1976-2016). Predict the product of the given reaction. Given the reactants [C:1]([O:5][C:6]([N:8]1[C:16]2[C:11](=[CH:12][C:13]([C:17]([O:19][CH3:20])=[O:18])=[CH:14][CH:15]=2)[CH:10]=[CH:9]1)=[O:7])([CH3:4])([CH3:3])[CH3:2].[H][H], predict the reaction product. The product is: [C:1]([O:5][C:6]([N:8]1[C:16]2[C:11](=[CH:12][C:13]([C:17]([O:19][CH3:20])=[O:18])=[CH:14][CH:15]=2)[CH2:10][CH2:9]1)=[O:7])([CH3:4])([CH3:3])[CH3:2].